From a dataset of Cav3 T-type calcium channel HTS with 100,875 compounds. Binary Classification. Given a drug SMILES string, predict its activity (active/inactive) in a high-throughput screening assay against a specified biological target. (1) The molecule is O1C2(CCCCC2)C(N2CCN(CC2)C(OCC)=O)=CC1=O. The result is 0 (inactive). (2) The drug is S(=O)(=O)(N1CCC(CC1)C(=O)NCC(N(C)C)c1sccc1)c1ccc(OC)cc1. The result is 0 (inactive). (3) The result is 0 (inactive). The compound is Fc1ccc(C(=O)C(n2cc(ccc2=O)C)C(=O)NCc2occc2)cc1. (4) The result is 1 (active). The compound is Clc1cc(c2oc(cc2)C(=O)Nc2nn(nn2)CCC)ccc1.